This data is from Catalyst prediction with 721,799 reactions and 888 catalyst types from USPTO. The task is: Predict which catalyst facilitates the given reaction. (1) Product: [CH2:1]([C:7]1[CH:12]=[CH:11][C:10]([C:13]2[CH:18]=[CH:17][C:16]([C:19]3[N:24]=[CH:23][C:22]([O:25][S:33]([C:36]([F:39])([F:38])[F:37])(=[O:35])=[O:34])=[CH:21][N:20]=3)=[CH:15][CH:14]=2)=[CH:9][CH:8]=1)[CH2:2][CH2:3][CH2:4][CH2:5][CH3:6]. Reactant: [CH2:1]([C:7]1[CH:12]=[CH:11][C:10]([C:13]2[CH:18]=[CH:17][C:16]([C:19]3[N:24]=[CH:23][C:22]([OH:25])=[CH:21][N:20]=3)=[CH:15][CH:14]=2)=[CH:9][CH:8]=1)[CH2:2][CH2:3][CH2:4][CH2:5][CH3:6].C1C=CC(N([S:33]([C:36]([F:39])([F:38])[F:37])(=[O:35])=[O:34])[S:33]([C:36]([F:39])([F:38])[F:37])(=[O:35])=[O:34])=CC=1.C(N(CC)CC)C. The catalyst class is: 7. (2) Reactant: [NH2:1][C:2]1[C:3]([NH:9][C:10]([CH3:17])([CH3:16])[CH2:11][O:12][C:13](=[O:15])[CH3:14])=[CH:4][C:5]([Br:8])=[N:6][CH:7]=1.C(N(CC)CC)C.Cl[C:26]([CH2:28][O:29][C:30](=[O:32])[CH3:31])=[O:27]. Product: [C:30]([O:29][CH2:28][C:26]([NH:1][C:2]1[C:3]([NH:9][C:10]([CH3:17])([CH3:16])[CH2:11][O:12][C:13](=[O:15])[CH3:14])=[CH:4][C:5]([Br:8])=[N:6][CH:7]=1)=[O:27])(=[O:32])[CH3:31]. The catalyst class is: 30. (3) Reactant: F[C:2]1[CH:9]=[CH:8][C:5]([C:6]#[N:7])=[CH:4][C:3]=1[O:10][CH3:11].[Cl:12][C:13]1[CH:18]=[C:17]([Cl:19])[CH:16]=[CH:15][C:14]=1[OH:20].C(=O)([O-])[O-].[Cs+].[Cs+]. Product: [Cl:12][C:13]1[CH:18]=[C:17]([Cl:19])[CH:16]=[CH:15][C:14]=1[O:20][C:2]1[CH:9]=[CH:8][C:5]([C:6]#[N:7])=[CH:4][C:3]=1[O:10][CH3:11]. The catalyst class is: 483. (4) Reactant: [Cl:1][C:2]1[CH:3]=[C:4]([C@H:8]2[O:12]C(=O)[N:10]([C@H:14]([CH3:30])[CH2:15][C:16]3[C:24]4[C:19](=[C:20]([NH:25][C:26](=[O:29])[CH2:27][CH3:28])[CH:21]=[CH:22][CH:23]=4)[NH:18][CH:17]=3)[CH2:9]2)[CH:5]=[CH:6][CH:7]=1.[OH-].[Na+]. Product: [Cl:1][C:2]1[CH:3]=[C:4]([C@@H:8]([OH:12])[CH2:9][NH:10][C@H:14]([CH3:30])[CH2:15][C:16]2[C:24]3[C:19](=[C:20]([NH:25][C:26](=[O:29])[CH2:27][CH3:28])[CH:21]=[CH:22][CH:23]=3)[NH:18][CH:17]=2)[CH:5]=[CH:6][CH:7]=1. The catalyst class is: 8. (5) Reactant: [N+:1]([C:4]1[CH:5]=[CH:6][CH:7]=[C:8]2[C:13]=1[N:12]=[CH:11][N:10]=[C:9]2[O:14][C:15]1[CH:20]=[CH:19][CH:18]=[C:17]([C:21]([F:24])([F:23])[F:22])[CH:16]=1)([O-])=O. Product: [F:24][C:21]([F:22])([F:23])[C:17]1[CH:16]=[C:15]([CH:20]=[CH:19][CH:18]=1)[O:14][C:9]1[C:8]2[C:13](=[C:4]([NH2:1])[CH:5]=[CH:6][CH:7]=2)[N:12]=[CH:11][N:10]=1. The catalyst class is: 99. (6) Reactant: [CH2:1]([O:8][C:9]1[CH:14]=[CH:13][N:12]([CH2:15][C:16]2[CH:21]=[CH:20][CH:19]=[C:18]([F:22])[CH:17]=2)[C:11](=[O:23])[CH:10]=1)[C:2]1[CH:7]=[CH:6][CH:5]=[CH:4][CH:3]=1.IN1C(=O)C[CH2:27][C:26]1=O. Product: [CH2:1]([O:8][C:9]1[CH:14]=[CH:13][N:12]([CH2:15][C:16]2[CH:21]=[CH:20][CH:19]=[C:18]([F:22])[CH:17]=2)[C:11](=[O:23])[C:10]=1[C:26]#[CH:27])[C:2]1[CH:7]=[CH:6][CH:5]=[CH:4][CH:3]=1. The catalyst class is: 10.